This data is from Reaction yield outcomes from USPTO patents with 853,638 reactions. The task is: Predict the reaction yield, written as a fraction of the theoretical maximum amount of product (1.0 means a 100% yield; for example, 0.34 means a 34% yield). (1) The reactants are [CH3:1][O:2][C:3](=[O:20])[C:4]1[CH:9]=[C:8]([C:10]#[C:11][CH2:12][O:13][CH3:14])[C:7]([C:15]([F:18])([F:17])[F:16])=[CH:6][C:5]=1[NH2:19].[S-2].[Na+].[Na+].Cl.C[OH:26]. No catalyst specified. The product is [CH3:1][O:2][C:3](=[O:20])[C:4]1[CH:9]=[C:8]([C:10](=[O:26])[CH2:11][CH2:12][O:13][CH3:14])[C:7]([C:15]([F:17])([F:18])[F:16])=[CH:6][C:5]=1[NH2:19]. The yield is 0.130. (2) The reactants are Br[C:2]1[C:11]2[C:6](=[CH:7][CH:8]=[CH:9][CH:10]=2)[C:5]([O:12][CH3:13])=[C:4]([CH2:14][O:15][Si](C(C)C)(C(C)C)C(C)C)[CH:3]=1.[CH2:26]([O:33][C@@H:34]1[C@@H:40]([O:41][CH2:42][C:43]2[CH:48]=[CH:47][CH:46]=[CH:45][CH:44]=2)[C@H:39]([O:49][CH2:50][C:51]2[CH:56]=[CH:55][CH:54]=[CH:53][CH:52]=2)[C@@H:38]([CH2:57][O:58][CH2:59][C:60]2[CH:65]=[CH:64][CH:63]=[CH:62][CH:61]=2)[O:37][CH:35]1O)[C:27]1[CH:32]=[CH:31][CH:30]=[CH:29][CH:28]=1. No catalyst specified. The product is [CH3:13][O:12][C:5]1[C:6]2[C:11](=[CH:10][CH:9]=[CH:8][CH:7]=2)[C:2]([C@H:35]2[C@H:34]([O:33][CH2:26][C:27]3[CH:28]=[CH:29][CH:30]=[CH:31][CH:32]=3)[C@@H:40]([O:41][CH2:42][C:43]3[CH:48]=[CH:47][CH:46]=[CH:45][CH:44]=3)[C@H:39]([O:49][CH2:50][C:51]3[CH:52]=[CH:53][CH:54]=[CH:55][CH:56]=3)[C@@H:38]([CH2:57][O:58][CH2:59][C:60]3[CH:61]=[CH:62][CH:63]=[CH:64][CH:65]=3)[O:37]2)=[CH:3][C:4]=1[CH2:14][OH:15]. The yield is 0.850.